This data is from Forward reaction prediction with 1.9M reactions from USPTO patents (1976-2016). The task is: Predict the product of the given reaction. (1) The product is: [NH2:11][C:10]1[CH:12]=[CH:13][C:14]([N+:16]([O-:18])=[O:17])=[CH:15][C:9]=1[NH:8][C:5](=[O:6])[C:1]([CH3:4])([CH3:3])[CH3:2]. Given the reactants [C:1]([C:5](Cl)=[O:6])([CH3:4])([CH3:3])[CH3:2].[NH2:8][C:9]1[CH:15]=[C:14]([N+:16]([O-:18])=[O:17])[CH:13]=[CH:12][C:10]=1[NH2:11].N1C=CC=CC=1, predict the reaction product. (2) The product is: [Si:1]([O:18][CH2:19][C:20]1[C:25]([N:26]2[CH2:31][C@H:30]([CH3:32])[O:29][C@H:28]([CH3:33])[CH2:27]2)=[C:24]([Cl:34])[C:23]([F:35])=[C:22]([C:50]([C:52]2[CH:57]=[N:56][CH:55]=[CH:54][N:53]=2)=[O:51])[CH:21]=1)([C:14]([CH3:16])([CH3:17])[CH3:15])([C:2]1[CH:7]=[CH:6][CH:5]=[CH:4][CH:3]=1)[C:8]1[CH:13]=[CH:12][CH:11]=[CH:10][CH:9]=1. Given the reactants [Si:1]([O:18][CH2:19][C:20]1[C:25]([N:26]2[CH2:31][C@H:30]([CH3:32])[O:29][C@H:28]([CH3:33])[CH2:27]2)=[C:24]([Cl:34])[C:23]([F:35])=[CH:22][CH:21]=1)([C:14]([CH3:17])([CH3:16])[CH3:15])([C:8]1[CH:13]=[CH:12][CH:11]=[CH:10][CH:9]=1)[C:2]1[CH:7]=[CH:6][CH:5]=[CH:4][CH:3]=1.[Li]N1C(C)(C)CCCC1(C)C.CON(C)[C:50]([C:52]1[CH:57]=[N:56][CH:55]=[CH:54][N:53]=1)=[O:51].[NH4+].[Cl-], predict the reaction product. (3) Given the reactants [OH:1][C:2]1[CH:7]=[CH:6][C:5]([S:8][CH2:9][CH2:10][CH2:11][C:12]([OH:14])=O)=[CH:4][CH:3]=1.[CH3:15][C:16]1[CH:24]=[CH:23][C:19]([CH2:20][NH:21][CH3:22])=[CH:18][CH:17]=1, predict the reaction product. The product is: [OH:1][C:2]1[CH:3]=[CH:4][C:5]([S:8][CH2:9][CH2:10][CH2:11][C:12]([N:21]([CH3:22])[CH2:20][C:19]2[CH:23]=[CH:24][C:16]([CH3:15])=[CH:17][CH:18]=2)=[O:14])=[CH:6][CH:7]=1. (4) The product is: [Cl:1][C:2]1[CH:16]=[CH:15][C:5]2[N:6]=[C:7]([N:9]3[CH2:14][CH2:13][N:12]([C:31]([C:30]4[CH:29]=[CH:28][C:27]([NH:26][S:23]([C:18]5[CH:19]=[CH:20][CH:21]=[CH:22][N:17]=5)(=[O:25])=[O:24])=[CH:35][CH:34]=4)=[O:32])[CH2:11][CH2:10]3)[S:8][C:4]=2[CH:3]=1. Given the reactants [Cl:1][C:2]1[CH:16]=[CH:15][C:5]2[N:6]=[C:7]([N:9]3[CH2:14][CH2:13][NH:12][CH2:11][CH2:10]3)[S:8][C:4]=2[CH:3]=1.[N:17]1[CH:22]=[CH:21][CH:20]=[CH:19][C:18]=1[S:23]([NH:26][C:27]1[CH:35]=[CH:34][C:30]([C:31](O)=[O:32])=[CH:29][CH:28]=1)(=[O:25])=[O:24], predict the reaction product. (5) The product is: [CH3:1][C:2]1[N:6]([C@H:7]2[CH2:13][C@H:12]3[N:14]([CH2:15][CH2:16][C@H:17]([NH:24][C:25]([CH:27]4[CH2:28][CH2:29][C:30]([F:34])([F:33])[CH2:31][CH2:32]4)=[O:26])[C:18]4[CH:23]=[CH:22][CH:21]=[CH:20][CH:19]=4)[C@H:9]([CH2:10][CH2:11]3)[CH2:8]2)[C:5]([CH:35]([CH3:37])[CH3:36])=[N:4][N:3]=1.[P:38]([O-:42])([O-:41])([O-:40])=[O:39]. Given the reactants [CH3:1][C:2]1[N:6]([C@H:7]2[CH2:13][C@H:12]3[N:14]([CH2:15][CH2:16][C@H:17]([NH:24][C:25]([CH:27]4[CH2:32][CH2:31][C:30]([F:34])([F:33])[CH2:29][CH2:28]4)=[O:26])[C:18]4[CH:19]=[CH:20][CH:21]=[CH:22][CH:23]=4)[C@H:9]([CH2:10][CH2:11]3)[CH2:8]2)[C:5]([CH:35]([CH3:37])[CH3:36])=[N:4][N:3]=1.[P:38](=[O:42])([OH:41])([OH:40])[OH:39], predict the reaction product. (6) Given the reactants [NH2:1][C@@H:2]([CH2:33][C:34]1[CH:39]=[CH:38][CH:37]=[CH:36][CH:35]=1)[C@@H:3]([OH:32])[CH2:4][C@@H:5]([NH:19][C:20]([C@@H:22]([NH:27][C:28](=[O:31])[O:29][CH3:30])[C:23]([CH3:26])([CH3:25])[CH3:24])=[O:21])[CH2:6][C:7]1[CH:12]=[CH:11][C:10]([C:13]2[CH:18]=[CH:17][CH:16]=[CH:15][N:14]=2)=[CH:9][CH:8]=1.[NH2:40][C:41]([NH:43][CH2:44][C@@H:45]([C:51](O)=[O:52])[NH:46][C:47]([O:49][CH3:50])=[O:48])=[O:42].CCOP(ON1N=NC2C=CC=CC=2C1=O)(OCC)=O.C(N(CC)CC)C, predict the reaction product. The product is: [NH2:40][C:41]([NH:43][CH2:44][C@H:45]([NH:46][C:47](=[O:48])[O:49][CH3:50])[C:51](=[O:52])[NH:1][C@@H:2]([CH2:33][C:34]1[CH:35]=[CH:36][CH:37]=[CH:38][CH:39]=1)[C@@H:3]([OH:32])[CH2:4][C@H:5]([CH2:6][C:7]1[CH:12]=[CH:11][C:10]([C:13]2[CH:18]=[CH:17][CH:16]=[CH:15][N:14]=2)=[CH:9][CH:8]=1)[NH:19][C:20](=[O:21])[C@H:22]([C:23]([CH3:26])([CH3:25])[CH3:24])[NH:27][C:28](=[O:31])[O:29][CH3:30])=[O:42].